This data is from NCI-60 drug combinations with 297,098 pairs across 59 cell lines. The task is: Regression. Given two drug SMILES strings and cell line genomic features, predict the synergy score measuring deviation from expected non-interaction effect. (1) Drug 1: CC12CCC3C(C1CCC2=O)CC(=C)C4=CC(=O)C=CC34C. Drug 2: CC1=C(C(CCC1)(C)C)C=CC(=CC=CC(=CC(=O)O)C)C. Cell line: A549. Synergy scores: CSS=52.6, Synergy_ZIP=-2.80, Synergy_Bliss=-2.44, Synergy_Loewe=-0.390, Synergy_HSA=0.841. (2) Cell line: HOP-62. Synergy scores: CSS=29.1, Synergy_ZIP=-0.312, Synergy_Bliss=0.483, Synergy_Loewe=-11.5, Synergy_HSA=0.110. Drug 1: CCCS(=O)(=O)NC1=C(C(=C(C=C1)F)C(=O)C2=CNC3=C2C=C(C=N3)C4=CC=C(C=C4)Cl)F. Drug 2: C1=NC2=C(N1)C(=S)N=C(N2)N. (3) Drug 2: C1CN1P(=S)(N2CC2)N3CC3. Synergy scores: CSS=66.0, Synergy_ZIP=-1.64, Synergy_Bliss=1.48, Synergy_Loewe=-26.3, Synergy_HSA=4.86. Drug 1: C1=CC(=C2C(=C1NCCNCCO)C(=O)C3=C(C=CC(=C3C2=O)O)O)NCCNCCO. Cell line: HCT-15. (4) Drug 1: CN1C(=O)N2C=NC(=C2N=N1)C(=O)N. Drug 2: C1=CN(C=N1)CC(O)(P(=O)(O)O)P(=O)(O)O. Cell line: SN12C. Synergy scores: CSS=2.34, Synergy_ZIP=-0.394, Synergy_Bliss=0.368, Synergy_Loewe=-0.214, Synergy_HSA=-1.66.